This data is from Forward reaction prediction with 1.9M reactions from USPTO patents (1976-2016). The task is: Predict the product of the given reaction. Given the reactants Br[C:2]1[C:7]([CH3:8])=[CH:6][C:5]([C:9]2[N:10]=[N:11][N:12]([CH2:14][C:15]([CH3:18])([OH:17])[CH3:16])[N:13]=2)=[CH:4][C:3]=1[CH3:19].[F:20][C:21]1[CH:45]=[C:44]([F:46])[C:43](B2OC(C)(C)C(C)(C)O2)=[CH:42][C:22]=1[CH2:23][O:24][C:25]1[N:30]=[CH:29][C:28]2[C@@H:31]3[C@@H:34]([C:35]([O:37][C:38]([CH3:41])([CH3:40])[CH3:39])=[O:36])[C@@H:32]3[CH2:33][C:27]=2[CH:26]=1.C([O-])([O-])=O.[K+].[K+].O, predict the reaction product. The product is: [F:20][C:21]1[CH:45]=[C:44]([F:46])[C:43]([C:2]2[C:7]([CH3:8])=[CH:6][C:5]([C:9]3[N:10]=[N:11][N:12]([CH2:14][C:15]([OH:17])([CH3:18])[CH3:16])[N:13]=3)=[CH:4][C:3]=2[CH3:19])=[CH:42][C:22]=1[CH2:23][O:24][C:25]1[N:30]=[CH:29][C:28]2[C@@H:31]3[C@@H:34]([C:35]([O:37][C:38]([CH3:41])([CH3:40])[CH3:39])=[O:36])[C@@H:32]3[CH2:33][C:27]=2[CH:26]=1.